Regression. Given two drug SMILES strings and cell line genomic features, predict the synergy score measuring deviation from expected non-interaction effect. From a dataset of NCI-60 drug combinations with 297,098 pairs across 59 cell lines. (1) Synergy scores: CSS=55.9, Synergy_ZIP=-7.42, Synergy_Bliss=-8.69, Synergy_Loewe=-3.95, Synergy_HSA=-1.15. Drug 1: CC=C1C(=O)NC(C(=O)OC2CC(=O)NC(C(=O)NC(CSSCCC=C2)C(=O)N1)C(C)C)C(C)C. Drug 2: CC1CCCC2(C(O2)CC(NC(=O)CC(C(C(=O)C(C1O)C)(C)C)O)C(=CC3=CSC(=N3)C)C)C. Cell line: SNB-75. (2) Drug 1: CN1CCC(CC1)COC2=C(C=C3C(=C2)N=CN=C3NC4=C(C=C(C=C4)Br)F)OC. Drug 2: C1=NNC2=C1C(=O)NC=N2. Cell line: T-47D. Synergy scores: CSS=6.87, Synergy_ZIP=-1.65, Synergy_Bliss=4.00, Synergy_Loewe=-3.44, Synergy_HSA=2.88. (3) Drug 1: COC1=CC(=CC(=C1O)OC)C2C3C(COC3=O)C(C4=CC5=C(C=C24)OCO5)OC6C(C(C7C(O6)COC(O7)C8=CC=CS8)O)O. Drug 2: CC1=CC2C(CCC3(C2CCC3(C(=O)C)OC(=O)C)C)C4(C1=CC(=O)CC4)C. Cell line: NCI/ADR-RES. Synergy scores: CSS=3.42, Synergy_ZIP=-0.720, Synergy_Bliss=1.27, Synergy_Loewe=1.12, Synergy_HSA=1.39.